This data is from Full USPTO retrosynthesis dataset with 1.9M reactions from patents (1976-2016). The task is: Predict the reactants needed to synthesize the given product. (1) Given the product [F:1][C:2]1[CH:3]=[CH:4][C:5]([C:8]([OH:11])([CH2:12][CH3:13])[CH2:9][CH3:10])=[CH:6][CH:7]=1, predict the reactants needed to synthesize it. The reactants are: [F:1][C:2]1[CH:7]=[CH:6][C:5]([C:8](=[O:11])[CH2:9][CH3:10])=[CH:4][CH:3]=1.[CH2:12]([Mg]Br)[CH3:13]. (2) Given the product [CH:21]1([C@H:4]2[C@H:3]([CH3:24])[C@@H:2]([NH:1][C:32]3[CH:37]=[CH:36][CH:35]=[C:34]([O:38][CH3:39])[N:33]=3)[C:11]3[C:6](=[CH:7][CH:8]=[C:9]([N:12]4[CH2:13][CH2:14][O:15][CH2:16][CH2:17]4)[CH:10]=3)[N:5]2[C:18](=[O:20])[CH3:19])[CH2:23][CH2:22]1, predict the reactants needed to synthesize it. The reactants are: [NH2:1][C@H:2]1[C:11]2[C:6](=[CH:7][CH:8]=[C:9]([N:12]3[CH2:17][CH2:16][O:15][CH2:14][CH2:13]3)[CH:10]=2)[N:5]([C:18](=[O:20])[CH3:19])[C@@H:4]([CH:21]2[CH2:23][CH2:22]2)[C@@H:3]1[CH3:24].CC(C)([O-])C.[Na+].Br[C:32]1[CH:37]=[CH:36][CH:35]=[C:34]([O:38][CH3:39])[N:33]=1.